Dataset: Forward reaction prediction with 1.9M reactions from USPTO patents (1976-2016). Task: Predict the product of the given reaction. (1) Given the reactants CC(S([NH:7][C:8]1([C:18]2[S:19][C:20]([C:23]3[CH:28]=[C:27]([NH:29][C:30]4[N:35]=[C:34]([C:36]([F:39])([F:38])[F:37])[CH:33]=[CH:32][N:31]=4)[CH:26]=[C:25]([CH3:40])[CH:24]=3)=[CH:21][N:22]=2)[CH2:17][CH2:16][C:11]2(OCC[O:12]2)[CH2:10][CH2:9]1)=O)(C)C.C(Cl)(Cl)Cl.[N-:45]=[N+]=[N-].[Na+].CS(O)(=O)=O, predict the reaction product. The product is: [NH2:7][C:8]1([C:18]2[S:19][C:20]([C:23]3[CH:28]=[C:27]([NH:29][C:30]4[N:35]=[C:34]([C:36]([F:39])([F:38])[F:37])[CH:33]=[CH:32][N:31]=4)[CH:26]=[C:25]([CH3:40])[CH:24]=3)=[CH:21][N:22]=2)[CH2:17][CH2:16][NH:45][C:11](=[O:12])[CH2:10][CH2:9]1. (2) Given the reactants [CH3:1][C:2]1[C:10]2[C:5](=[N:6][C:7]([C:28]3[CH:33]=[CH:32][C:31]([OH:34])=[CH:30][CH:29]=3)=[CH:8][C:9]=2[CH2:11][N:12]2[CH2:17][C:16]([CH3:19])([CH3:18])[N:15]([CH2:20]CC(F)(F)F)[CH2:14][C:13]2([CH3:27])[CH3:26])[NH:4][N:3]=1.C=O, predict the reaction product. The product is: [CH3:1][C:2]1[C:10]2[C:5](=[N:6][C:7]([C:28]3[CH:29]=[CH:30][C:31]([OH:34])=[CH:32][CH:33]=3)=[CH:8][C:9]=2[CH2:11][N:12]2[CH2:17][C:16]([CH3:18])([CH3:19])[N:15]([CH3:20])[CH2:14][C:13]2([CH3:27])[CH3:26])[NH:4][N:3]=1. (3) Given the reactants [Br:1][C:2]1[CH:3]=[C:4]([CH:9]=[C:10]([CH2:12]O)[CH:11]=1)[C:5]([O:7][CH3:8])=[O:6].N1C=CC=CC=1.CS([Cl:24])(=O)=O, predict the reaction product. The product is: [Br:1][C:2]1[CH:3]=[C:4]([CH:9]=[C:10]([CH2:12][Cl:24])[CH:11]=1)[C:5]([O:7][CH3:8])=[O:6].